Dataset: Full USPTO retrosynthesis dataset with 1.9M reactions from patents (1976-2016). Task: Predict the reactants needed to synthesize the given product. (1) Given the product [C:57]([CH2:56][CH:55]([N:59]1[CH:63]=[C:62]([C:64]2[C:65]3[CH:72]=[CH:71][N:70]([CH2:73][O:74][CH2:75][CH2:76][Si:77]([CH3:78])([CH3:80])[CH3:79])[C:66]=3[N:67]=[CH:68][N:69]=2)[CH:61]=[N:60]1)[CH2:54][N:49]1[CH2:50][CH2:51][CH:52]([O:29][C:27]2[CH:26]=[C:23]([CH:22]=[C:21]([F:20])[CH:28]=2)[C:24]#[N:25])[CH:47]([F:46])[CH2:48]1)#[N:58], predict the reactants needed to synthesize it. The reactants are: C1(P(C2C=CC=CC=2)C2C=CC=CC=2)C=CC=CC=1.[F:20][C:21]1[CH:22]=[C:23]([CH:26]=[C:27]([OH:29])[CH:28]=1)[C:24]#[N:25].N(C(OC(C)(C)C)=O)=NC(OC(C)(C)C)=O.[F:46][CH:47]1[CH:52](O)[CH2:51][CH2:50][N:49]([CH2:54][CH:55]([N:59]2[CH:63]=[C:62]([C:64]3[C:65]4[CH:72]=[CH:71][N:70]([CH2:73][O:74][CH2:75][CH2:76][Si:77]([CH3:80])([CH3:79])[CH3:78])[C:66]=4[N:67]=[CH:68][N:69]=3)[CH:61]=[N:60]2)[CH2:56][C:57]#[N:58])[CH2:48]1.C1C=CC(COC(/N=N/C(OCC2C=CC=CC=2)=O)=O)=CC=1. (2) Given the product [C:19]1([CH2:25][CH2:26][C@H:27]([OH:40])[C:28]#[CH:29])[CH:24]=[CH:23][CH:22]=[CH:21][CH:20]=1, predict the reactants needed to synthesize it. The reactants are: [F-].C([N+](CCCC)(CCCC)CCCC)CCC.[C:19]1([CH2:25][CH2:26][C@H:27]([OH:40])[C:28]#[C:29][Si](C(C)C)(C(C)C)C(C)C)[CH:24]=[CH:23][CH:22]=[CH:21][CH:20]=1. (3) Given the product [Na+:39].[CH3:1][O:2][C:3]1[CH:4]=[CH:5][C:6]([C:9]2[C:17]3[C:16]([NH:18][CH2:19][CH2:20][CH2:21][CH2:22][CH2:23][C:24]([O-:26])=[O:25])=[N:15][CH:14]=[N:13][C:12]=3[O:11][C:10]=2[C:27]2[CH:28]=[CH:29][CH:30]=[CH:31][CH:32]=2)=[CH:7][CH:8]=1, predict the reactants needed to synthesize it. The reactants are: [CH3:1][O:2][C:3]1[CH:8]=[CH:7][C:6]([C:9]2[C:17]3[C:16]([NH:18][CH2:19][CH2:20][CH2:21][CH2:22][CH2:23][C:24]([OH:26])=[O:25])=[N:15][CH:14]=[N:13][C:12]=3[O:11][C:10]=2[C:27]2[CH:32]=[CH:31][CH:30]=[CH:29][CH:28]=2)=[CH:5][CH:4]=1.C1COCC1.[OH-].[Na+:39]. (4) Given the product [CH3:1][C:2]1([CH3:17])[C:13]2[C:14]3[N:5]([C:6](=[O:16])[C:7](=[O:15])[NH:8][C:9]=3[CH:10]=[CH:11][CH:12]=2)[CH2:4][CH2:3]1, predict the reactants needed to synthesize it. The reactants are: [CH3:1][C:2]([CH3:17])=[CH:3][CH2:4][N:5]1[C:14]2[C:9](=[CH:10][CH:11]=[CH:12][CH:13]=2)[NH:8][C:7](=[O:15])[C:6]1=[O:16].[Al+3].[Cl-].[Cl-].[Cl-]. (5) Given the product [CH3:15][N:2]([CH3:1])[C:3]1[C:4]([NH:35][C:38](=[O:23])[O:44][C:40]([CH3:43])([CH3:42])[CH3:41])=[CH:8][C:9]([N+:12]([O-:14])=[O:13])=[CH:10][N:11]=1, predict the reactants needed to synthesize it. The reactants are: [CH3:1][N:2]([CH3:15])[C:3]1[N:11]=[CH:10][C:9]([N+:12]([O-:14])=[O:13])=[CH:8][C:4]=1C(O)=O.C1(P(N=[N+]=[N-])(C2C=CC=CC=2)=[O:23])C=CC=CC=1.C([N:35]([CH2:38]C)CC)C.[C:40]([OH:44])([CH3:43])([CH3:42])[CH3:41]. (6) Given the product [NH2:31][C:30]1[S:29][C:2]2[CH:3]=[C:4]([N:8]3[CH:13]=[C:12]([C:14]4[CH:19]=[CH:18][CH:17]=[CH:16][N:15]=4)[CH:11]=[C:10]([C:20]4[CH:25]=[CH:24][CH:23]=[CH:22][C:21]=4[C:26]#[N:27])[C:9]3=[O:28])[CH:5]=[CH:6][C:7]=2[N:32]=1, predict the reactants needed to synthesize it. The reactants are: N[C:2]1[CH:3]=[C:4]([N:8]2[CH:13]=[C:12]([C:14]3[CH:19]=[CH:18][CH:17]=[CH:16][N:15]=3)[CH:11]=[C:10]([C:20]3[CH:25]=[CH:24][CH:23]=[CH:22][C:21]=3[C:26]#[N:27])[C:9]2=[O:28])[CH:5]=[CH:6][CH:7]=1.[S-:29][C:30]#[N:31].[NH4+:32].BrBr.C(=O)([O-])[O-].[K+].[K+].